Task: Predict the product of the given reaction.. Dataset: Forward reaction prediction with 1.9M reactions from USPTO patents (1976-2016) (1) Given the reactants [Cl:1][CH2:2][CH2:3][C:4]([C:6]1[CH:11]=[CH:10][CH:9]=[CH:8][CH:7]=1)=[O:5].II.Br[CH2:15][C:16]([O:18][CH2:19][CH3:20])=[O:17], predict the reaction product. The product is: [Cl:1][CH2:2][CH2:3][C:4]([OH:5])([C:6]1[CH:11]=[CH:10][CH:9]=[CH:8][CH:7]=1)[CH2:15][C:16]([O:18][CH2:19][CH3:20])=[O:17]. (2) Given the reactants C(Cl)(Cl)Cl.[Cl:5]([O-:9])(=[O:8])(=[O:7])=[O:6].[Na+].[F:11][P-:12]([F:17])([F:16])([F:15])([F:14])[F:13].[K+], predict the reaction product. The product is: [Cl:5]([O-:9])(=[O:8])(=[O:7])=[O:6].[F:11][P-:12]([F:17])([F:16])([F:15])([F:14])[F:13]. (3) Given the reactants CNCC#N.[C:6]([N:13]1[CH:17]=[CH:16][N:15]=[CH:14]1)([N:8]1[CH:12]=[CH:11][N:10]=[CH:9]1)=[O:7], predict the reaction product. The product is: [C:16]([CH2:17][N:13]([CH3:14])[C:6]([N:8]1[CH:12]=[CH:11][N:10]=[CH:9]1)=[O:7])#[N:15]. (4) Given the reactants [OH:1][CH:2]1[CH2:7][CH2:6][CH:5]([NH:8][C:9](=[O:18])[O:10][CH2:11][C:12]2[CH:17]=[CH:16][CH:15]=[CH:14][CH:13]=2)[CH2:4][CH2:3]1.C1C=C[NH+]=CC=1.[O-][Cr](Cl)(=O)=O, predict the reaction product. The product is: [O:1]=[C:2]1[CH2:7][CH2:6][CH:5]([NH:8][C:9](=[O:18])[O:10][CH2:11][C:12]2[CH:13]=[CH:14][CH:15]=[CH:16][CH:17]=2)[CH2:4][CH2:3]1. (5) Given the reactants [Br-:1].[Li+].C1COCC1.Cl[CH2:9][C:10]1[CH:27]=[CH:26][C:13]2[N:14]([CH2:24][CH3:25])[C:15](=[O:23])[C:16]([CH3:22])([CH3:21])[C:17](=[O:20])[N:18]([CH3:19])[C:12]=2[CH:11]=1, predict the reaction product. The product is: [Br:1][CH2:9][C:10]1[CH:27]=[CH:26][C:13]2[N:14]([CH2:24][CH3:25])[C:15](=[O:23])[C:16]([CH3:22])([CH3:21])[C:17](=[O:20])[N:18]([CH3:19])[C:12]=2[CH:11]=1. (6) Given the reactants Cl.[N:2]1([C:8]([C:10]2[CH:11]=[C:12]3[C:17](=[C:18]([CH:20]4[CH2:24][CH2:23][CH2:22][N:21]4C(OC(C)(C)C)=O)[CH:19]=2)[O:16][C:15]([N:32]2[CH2:37][CH2:36][O:35][CH2:34][CH2:33]2)=[CH:14][C:13]3=[O:38])=[O:9])[CH2:7][CH2:6][O:5][CH2:4][CH2:3]1, predict the reaction product. The product is: [N:2]1([C:8]([C:10]2[CH:11]=[C:12]3[C:17](=[C:18]([CH:20]4[CH2:24][CH2:23][CH2:22][NH:21]4)[CH:19]=2)[O:16][C:15]([N:32]2[CH2:33][CH2:34][O:35][CH2:36][CH2:37]2)=[CH:14][C:13]3=[O:38])=[O:9])[CH2:7][CH2:6][O:5][CH2:4][CH2:3]1. (7) Given the reactants [O:1]=[C:2]1[CH2:11][CH2:10][C:9]2[CH:8]=[C:7]([C:12]#[N:13])[CH:6]=[CH:5][C:4]=2[CH2:3]1.[C:14](=O)([O:18]CC)[O:15][CH2:16][CH3:17], predict the reaction product. The product is: [C:12]([C:7]1[CH:8]=[C:9]2[C:4](=[CH:5][CH:6]=1)[CH:3]([C:14]([O:15][CH2:16][CH3:17])=[O:18])[C:2](=[O:1])[CH2:11][CH2:10]2)#[N:13].